This data is from Full USPTO retrosynthesis dataset with 1.9M reactions from patents (1976-2016). The task is: Predict the reactants needed to synthesize the given product. (1) Given the product [Br:13][C:14]1[CH:15]=[C:16]([C:17]2[O:10][N:9]=[C:7]([C:6]3[CH:5]=[CH:4][C:3]([O:2][CH3:1])=[CH:12][CH:11]=3)[N:8]=2)[CH:20]=[CH:21][N:22]=1, predict the reactants needed to synthesize it. The reactants are: [CH3:1][O:2][C:3]1[CH:12]=[CH:11][C:6]([C:7](=[N:9][OH:10])[NH2:8])=[CH:5][CH:4]=1.[Br:13][C:14]1[CH:15]=[C:16]([CH:20]=[CH:21][N:22]=1)[C:17](O)=O.C1CCC(N=C=NC2CCCCC2)CC1.C1C=CC2N(O)N=NC=2C=1. (2) Given the product [CH2:12]([C:14]1[CH:20]=[C:19]([OH:36])[CH:18]=[C:17]([CH2:21][CH3:22])[C:15]=1[OH:24])[CH3:13], predict the reactants needed to synthesize it. The reactants are: [Cr](O[Cr]([O-])(=O)=O)([O-])(=O)=O.[K+].[K+].[CH2:12]([C:14]1[CH:20]=[CH:19][CH:18]=[C:17]([CH2:21][CH3:22])[C:15]=1N)[CH3:13].S(=O)(=O)(O)[OH:24].S(S([O-])=O)([O-])=O.[Na+].[Na+].[OH2:36]. (3) Given the product [OH:4][CH2:5][C:6]1[O:10][N:9]=[C:8]([C:11]2[CH:12]=[C:13]([N:17]3[CH2:26][C@H:25]4[N:21]([CH2:22][CH2:23][CH2:24]4)[C:20]4[N:27]=[C:28]([S:31][CH3:32])[N:29]=[CH:30][C:19]=4[C:18]3=[O:33])[CH:14]=[CH:15][CH:16]=2)[N:7]=1, predict the reactants needed to synthesize it. The reactants are: C([O:4][CH2:5][C:6]1[O:10][N:9]=[C:8]([C:11]2[CH:16]=[CH:15][CH:14]=[C:13]([N:17]3[CH2:26][C@H:25]4[N:21]([CH2:22][CH2:23][CH2:24]4)[C:20]4[N:27]=[C:28]([S:31][CH3:32])[N:29]=[CH:30][C:19]=4[C:18]3=[O:33])[CH:12]=2)[N:7]=1)(=O)C.[OH-].[Na+]. (4) The reactants are: [F:1][C:2]1[CH:17]=[CH:16][C:5]([O:6][C@@H:7]2[C@H:11]3[O:12][CH2:13][C@H:14]([NH2:15])[C@H:10]3[O:9][CH2:8]2)=[CH:4][CH:3]=1.[C:18]([N:25]1[CH:29]=[CH:28]N=C1)(N1C=CN=C1)=[O:19].C(N(CC)C(C)C)(C)C.Cl.[F:40][C:41]1([F:48])[CH2:46]CC(N)[CH2:43][CH2:42]1. Given the product [F:40][C:41]1([F:48])[CH2:46][CH2:28][CH:29]([NH:25][C:18]([NH:15][C@H:14]2[CH2:13][O:12][C@@H:11]3[C@@H:7]([O:6][C:5]4[CH:16]=[CH:17][C:2]([F:1])=[CH:3][CH:4]=4)[CH2:8][O:9][C@H:10]23)=[O:19])[CH2:43][CH2:42]1, predict the reactants needed to synthesize it. (5) Given the product [Cl:9][C:8]1[N:1]=[C:2]([Cl:3])[N:4]=[C:5]([NH:14][C:13]2[CH:15]=[CH:16][CH:17]=[C:11]([F:10])[CH:12]=2)[N:7]=1, predict the reactants needed to synthesize it. The reactants are: [N:1]1[C:8]([Cl:9])=[N:7][C:5](Cl)=[N:4][C:2]=1[Cl:3].[F:10][C:11]1[CH:12]=[C:13]([CH:15]=[CH:16][CH:17]=1)[NH2:14].[OH-].[Na+].Cl. (6) The reactants are: [Cl:1][C:2]1[CH:11]=[C:10]2[C:5]([CH:6]=[C:7](C(O)=O)[N:8]=[CH:9]2)=[CH:4][CH:3]=1.C([N:17](CC)CC)C.C1(P(N=[N+]=[N-])(C2C=CC=CC=2)=O)C=CC=CC=1. Given the product [Cl:1][C:2]1[CH:11]=[C:10]2[C:5]([CH:6]=[C:7]([NH2:17])[N:8]=[CH:9]2)=[CH:4][CH:3]=1, predict the reactants needed to synthesize it. (7) Given the product [OH:22][CH2:21][C@H:10]([NH:9][C:7]([C:6]1[CH:23]=[C:2]([C:27]2[CH:32]=[CH:31][CH:30]=[CH:29][CH:28]=2)[CH:3]=[CH:4][C:5]=1[O:24][CH2:25][CH3:26])=[O:8])[CH2:11][C:12]1[C:20]2[C:15](=[CH:16][CH:17]=[CH:18][CH:19]=2)[NH:14][CH:13]=1, predict the reactants needed to synthesize it. The reactants are: Br[C:2]1[CH:3]=[CH:4][C:5]([O:24][CH2:25][CH3:26])=[C:6]([CH:23]=1)[C:7]([NH:9][C@@H:10]([CH2:21][OH:22])[CH2:11][C:12]1[C:20]2[C:15](=[CH:16][CH:17]=[CH:18][CH:19]=2)[NH:14][CH:13]=1)=[O:8].[C:27]1(B(O)O)[CH:32]=[CH:31][CH:30]=[CH:29][CH:28]=1.C(=O)([O-])[O-].[Na+].[Na+].C(O)C. (8) Given the product [F:34][C:35]1([F:41])[CH2:40][CH2:39][N:38]([C:30]([N:15]2[CH2:16][CH:17]([C:19]3[CH:24]=[CH:23][C:22]([O:25][C:26]([F:29])([F:28])[F:27])=[CH:21][CH:20]=3)[CH2:18][CH:13]([C:11]3[O:10][N:9]=[C:8]([C:4]4[CH:5]=[CH:6][CH:7]=[C:2]([F:1])[CH:3]=4)[N:12]=3)[CH2:14]2)=[O:31])[CH2:37][CH2:36]1, predict the reactants needed to synthesize it. The reactants are: [F:1][C:2]1[CH:3]=[C:4]([C:8]2[N:12]=[C:11]([CH:13]3[CH2:18][CH:17]([C:19]4[CH:24]=[CH:23][C:22]([O:25][C:26]([F:29])([F:28])[F:27])=[CH:21][CH:20]=4)[CH2:16][N:15]([C:30](Cl)=[O:31])[CH2:14]3)[O:10][N:9]=2)[CH:5]=[CH:6][CH:7]=1.Cl.[F:34][C:35]1([F:41])[CH2:40][CH2:39][NH:38][CH2:37][CH2:36]1. (9) Given the product [CH3:1][CH2:2][C@@:3]1([OH:27])[C:8](=[O:9])[O:7][CH2:6][C:5]2[C:10]([N:12]3[C:24](=[CH:25][C:4]1=2)[C:23]1[N:22]=[C:21]2[C:16]([CH:17]=[CH:18][CH:19]=[CH:20]2)=[CH:15][C:14]=1[CH2:13]3)=[O:11], predict the reactants needed to synthesize it. The reactants are: [CH3:1][CH2:2][C@@:3]1([OH:27])[C:8](=[O:9])[O:7][CH2:6][C:5]2[C:10]([N:12]3[C:24](=[CH:25][C:4]1=2)[C:23]1[N:22]=[C:21]2[C:16]([CH:17]=[C:18](O)[CH:19]=[CH:20]2)=[CH:15][C:14]=1[CH2:13]3)=[O:11]. (10) Given the product [ClH:32].[CH2:1]([C:3]1[CH:4]=[CH:5][C:6]([N:9]2[CH2:24][CH:12]3[CH2:13][NH:14][CH2:15][CH2:16][N:11]3[C:10]2=[O:25])=[CH:7][CH:8]=1)[CH3:2], predict the reactants needed to synthesize it. The reactants are: [CH2:1]([C:3]1[CH:8]=[CH:7][C:6]([N:9]2[CH2:24][CH:12]3[CH2:13][N:14](C(OC(C)(C)C)=O)[CH2:15][CH2:16][N:11]3[C:10]2=[O:25])=[CH:5][CH:4]=1)[CH3:2].C(OCC)(=O)C.[ClH:32].